This data is from Reaction yield outcomes from USPTO patents with 853,638 reactions. The task is: Predict the reaction yield, written as a fraction of the theoretical maximum amount of product (1.0 means a 100% yield; for example, 0.34 means a 34% yield). The reactants are C(=O)([O-])[O-].[K+].[K+].C([O:10][C:11]1[CH:12]=[C:13]([CH:31]=[CH2:32])[C:14]2[O:18][C:17]([C:19]3[CH:24]=[CH:23][C:22]([O:25]C(=O)C)=[C:21]([F:29])[CH:20]=3)=[N:16][C:15]=2[CH:30]=1)(=O)C.O1CCOCC1.Cl. The catalyst is O. The product is [F:29][C:21]1[CH:20]=[C:19]([C:17]2[O:18][C:14]3[C:13]([CH:31]=[CH2:32])=[CH:12][C:11]([OH:10])=[CH:30][C:15]=3[N:16]=2)[CH:24]=[CH:23][C:22]=1[OH:25]. The yield is 0.460.